Dataset: Full USPTO retrosynthesis dataset with 1.9M reactions from patents (1976-2016). Task: Predict the reactants needed to synthesize the given product. (1) Given the product [Na+:11].[Cl-:14].[P:2]([O-:5])([O-:4])([O-:3])=[O:1].[Cl-:14].[K+:16], predict the reactants needed to synthesize it. The reactants are: [OH:1][P:2]([O-:5])([OH:4])=[O:3].[OH:1][P:2]([O-:5])([O-:4])=[O:3].[Na+:11].[Na+:11].[Na+].[Cl-:14].[Cl-:14].[K+:16].[K+:16]. (2) The reactants are: FC(F)(F)C(O)=O.[Cl:8][C:9]1[CH:10]=[C:11](/[CH:20]=[C:21](/[C:23]2[CH:27]=[C:26]([CH3:28])[N:25]([CH2:29][C:30]3[CH:31]=[CH:32][C:33]([N:36](CC4C=CC(OC)=C(OC)C=4)[CH3:37])=[N:34][CH:35]=3)[N:24]=2)\[F:22])[CH:12]=[CH:13][C:14]=1[O:15][C:16]([F:19])([F:18])[F:17]. Given the product [Cl:8][C:9]1[CH:10]=[C:11](/[CH:20]=[C:21](/[C:23]2[CH:27]=[C:26]([CH3:28])[N:25]([CH2:29][C:30]3[CH:31]=[CH:32][C:33]([NH:36][CH3:37])=[N:34][CH:35]=3)[N:24]=2)\[F:22])[CH:12]=[CH:13][C:14]=1[O:15][C:16]([F:17])([F:18])[F:19], predict the reactants needed to synthesize it. (3) Given the product [OH:31][B:21]1[C:25]2[CH:26]=[CH:27][C:28]([O:30][C:2]3[C:9]([C:10]([F:13])([F:12])[F:11])=[CH:8][C:5]([C:6]#[N:7])=[C:4]([O:14][CH2:15][CH2:16][O:17][CH:18]([CH3:20])[CH3:19])[N:3]=3)=[CH:29][C:24]=2[CH2:23][O:22]1, predict the reactants needed to synthesize it. The reactants are: Cl[C:2]1[C:9]([C:10]([F:13])([F:12])[F:11])=[CH:8][C:5]([C:6]#[N:7])=[C:4]([O:14][CH2:15][CH2:16][O:17][CH:18]([CH3:20])[CH3:19])[N:3]=1.[B:21]1([OH:31])[C:25]2[CH:26]=[CH:27][C:28]([OH:30])=[CH:29][C:24]=2[CH2:23][O:22]1.C([O-])([O-])=O.[Cs+].[Cs+].O. (4) Given the product [CH2:1]([C@H:8]([NH:30][C:31](=[O:38])[O:32][C@H:33]1[CH2:37][CH2:36][O:35][CH2:34]1)[C@@H:9]([OH:29])[CH:10]([NH:17][S:18]([C:21]1[CH:22]=[CH:23][C:24]([O:27][CH3:28])=[CH:25][CH:26]=1)(=[O:20])=[O:19])[O:11][CH:12]1[CH2:13][CH2:14][CH2:15][CH2:16]1)[C:2]1[CH:3]=[CH:4][CH:5]=[CH:6][CH:7]=1, predict the reactants needed to synthesize it. The reactants are: [CH2:1]([C@H:8]([NH:30][C:31](=[O:38])[O:32][CH:33]1[CH2:37][CH2:36][O:35][CH2:34]1)[C@@H:9]([OH:29])[CH:10]([NH:17][S:18]([C:21]1[CH:26]=[CH:25][C:24]([O:27][CH3:28])=[CH:23][CH:22]=1)(=[O:20])=[O:19])[O:11][CH:12]1[CH2:16][CH2:15][CH2:14][CH2:13]1)[C:2]1[CH:7]=[CH:6][CH:5]=[CH:4][CH:3]=1.FC(F)(F)C(O)=O.C(N(CC)C(C)C)(C)C. (5) Given the product [CH:9]1([O:14][C:15]2[CH:16]=[C:17]([CH:20]=[CH:21][C:22]=2[O:23][CH3:24])[CH:18]=[N:2][OH:3])[CH2:13][CH2:12][CH2:11][CH2:10]1, predict the reactants needed to synthesize it. The reactants are: Cl.[NH2:2][OH:3].C([O-])(=O)C.[Na+].[CH:9]1([O:14][C:15]2[CH:16]=[C:17]([CH:20]=[CH:21][C:22]=2[O:23][CH3:24])[CH:18]=O)[CH2:13][CH2:12][CH2:11][CH2:10]1.